This data is from Forward reaction prediction with 1.9M reactions from USPTO patents (1976-2016). The task is: Predict the product of the given reaction. (1) Given the reactants FC(F)(F)C(O)=O.[S:8]1[CH:12]=[CH:11][N:10]=[C:9]1[N:13]1[CH2:18][CH2:17][CH:16]([NH2:19])[CH2:15][CH2:14]1.[C:20]1([C:26]#[C:27][C:28](O)=[O:29])[CH:25]=[CH:24][CH:23]=[CH:22][CH:21]=1.CCN(C(C)C)C(C)C, predict the reaction product. The product is: [C:20]1([C:26]#[C:27][C:28]([NH:19][CH:16]2[CH2:17][CH2:18][N:13]([C:9]3[S:8][CH:12]=[CH:11][N:10]=3)[CH2:14][CH2:15]2)=[O:29])[CH:25]=[CH:24][CH:23]=[CH:22][CH:21]=1. (2) The product is: [Br:1][C:2]1[C:3]([S:13]([Cl:12])(=[O:15])=[O:14])=[CH:4][C:5]2[O:9][C:8](=[O:10])[NH:7][C:6]=2[CH:11]=1. Given the reactants [Br:1][C:2]1[CH:3]=[CH:4][C:5]2[O:9][C:8](=[O:10])[NH:7][C:6]=2[CH:11]=1.[Cl:12][S:13](O)(=[O:15])=[O:14], predict the reaction product. (3) Given the reactants C(N)CCC.NO.Cl.[CH2:9]([NH:13][C@H:14]([CH2:17][CH2:18][CH2:19][CH2:20][CH2:21][CH2:22][CH2:23][CH2:24][CH3:25])[C:15]#[CH:16])[CH2:10][CH2:11][CH3:12].Br[C:27]#[C:28][C@H:29]([C:31]1[CH:36]=[CH:35][C:34]([O:37][CH2:38][CH3:39])=[CH:33][CH:32]=1)[OH:30], predict the reaction product. The product is: [CH2:9]([NH:13][C@H:14]([CH2:17][CH2:18][CH2:19][CH2:20][CH2:21][CH2:22][CH2:23][CH2:24][CH3:25])[C:15]#[C:16][C:27]#[C:28][C@H:29]([C:31]1[CH:32]=[CH:33][C:34]([O:37][CH2:38][CH3:39])=[CH:35][CH:36]=1)[OH:30])[CH2:10][CH2:11][CH3:12].